This data is from Full USPTO retrosynthesis dataset with 1.9M reactions from patents (1976-2016). The task is: Predict the reactants needed to synthesize the given product. (1) Given the product [CH3:1][C:2]1[O:6][C:5]([C:7]2[CH:8]=[CH:9][CH:10]=[CH:11][CH:12]=2)=[N:4][C:3]=1[CH2:13][O:14][C:15]1[CH:30]=[CH:29][C:18]([O:19][CH2:20][C:21]2[C:26]([CH2:27][C:31]#[N:33])=[CH:25][CH:24]=[CH:23][N:22]=2)=[CH:17][CH:16]=1, predict the reactants needed to synthesize it. The reactants are: [CH3:1][C:2]1[O:6][C:5]([C:7]2[CH:12]=[CH:11][CH:10]=[CH:9][CH:8]=2)=[N:4][C:3]=1[CH2:13][O:14][C:15]1[CH:30]=[CH:29][C:18]([O:19][CH2:20][C:21]2[C:26]([CH2:27]O)=[CH:25][CH:24]=[CH:23][N:22]=2)=[CH:17][CH:16]=1.[CH2:31]([N:33](CC)CC)C.CS(Cl)(=O)=O.[C-]#N.[Na+]. (2) The reactants are: [Br:1][C:2]1[CH:10]=[CH:9][C:5]([C:6]([OH:8])=O)=[C:4]([CH3:11])[CH:3]=1.[CH3:12][C:13]1[C:14]([N:21]2[CH2:26][CH2:25][NH:24][CH2:23][CH2:22]2)=[N:15][CH:16]=[C:17]([CH:20]=1)[C:18]#[N:19]. Given the product [Br:1][C:2]1[CH:10]=[CH:9][C:5]([C:6]([N:24]2[CH2:25][CH2:26][N:21]([C:14]3[C:13]([CH3:12])=[CH:20][C:17]([C:18]#[N:19])=[CH:16][N:15]=3)[CH2:22][CH2:23]2)=[O:8])=[C:4]([CH3:11])[CH:3]=1, predict the reactants needed to synthesize it. (3) Given the product [OH:2][CH2:1][C:3]1[CH:4]=[C:5]2[C:11]3([CH2:15][CH2:14][N:13]([C:16]([O:18][C:19]([CH3:20])([CH3:21])[CH3:22])=[O:17])[CH2:12]3)[CH2:10][N:9]([C:23]([O:25][CH2:26][CH2:27][Si:28]([CH3:31])([CH3:30])[CH3:29])=[O:24])[C:6]2=[CH:7][CH:8]=1, predict the reactants needed to synthesize it. The reactants are: [CH:1]([C:3]1[CH:4]=[C:5]2[C:11]3([CH2:15][CH2:14][N:13]([C:16]([O:18][C:19]([CH3:22])([CH3:21])[CH3:20])=[O:17])[CH2:12]3)[CH2:10][N:9]([C:23]([O:25][CH2:26][CH2:27][Si:28]([CH3:31])([CH3:30])[CH3:29])=[O:24])[C:6]2=[CH:7][CH:8]=1)=[O:2].[BH4-].[Na+].O. (4) Given the product [CH2:14]([O:13][C:11]([C:10]1[C:9]2[C:4](=[CH:5][CH:6]=[C:7]([O:21][C:26]([C:25]([O:24][CH2:22][CH3:23])=[O:30])([CH3:28])[CH3:27])[CH:8]=2)[NH:3][C:2]=1[CH3:1])=[O:12])[C:15]1[CH:16]=[CH:17][CH:18]=[CH:19][CH:20]=1, predict the reactants needed to synthesize it. The reactants are: [CH3:1][C:2]1[NH:3][C:4]2[C:9]([C:10]=1[C:11]([O:13][CH2:14][C:15]1[CH:20]=[CH:19][CH:18]=[CH:17][CH:16]=1)=[O:12])=[CH:8][C:7]([OH:21])=[CH:6][CH:5]=2.[CH2:22]([O:24][C:25](=[O:30])[C:26](Br)([CH3:28])[CH3:27])[CH3:23].C(=O)([O-])[O-].[K+].[K+].[I-].[K+]. (5) The reactants are: [C:1]([C:3]1[N:8]=[CH:7][C:6]([S:9][C:10]2[CH:11]=[C:12]([C:28]([NH:30][CH3:31])=[O:29])[C:13](=[O:27])[N:14]([C:17]3[CH:22]=[CH:21][CH:20]=[C:19]([C:23]([F:26])([F:25])[F:24])[CH:18]=3)[C:15]=2[CH3:16])=[CH:5][CH:4]=1)#[N:2].[OH:32]O. Given the product [C:1]([C:3]1[N:8]=[CH:7][C:6]([S:9]([C:10]2[CH:11]=[C:12]([C:28]([NH:30][CH3:31])=[O:29])[C:13](=[O:27])[N:14]([C:17]3[CH:22]=[CH:21][CH:20]=[C:19]([C:23]([F:26])([F:25])[F:24])[CH:18]=3)[C:15]=2[CH3:16])=[O:32])=[CH:5][CH:4]=1)#[N:2], predict the reactants needed to synthesize it.